Dataset: Forward reaction prediction with 1.9M reactions from USPTO patents (1976-2016). Task: Predict the product of the given reaction. Given the reactants I[C:2]1[N:6]2[N:7]=[C:8]([C:11]3[CH:26]=[CH:25][C:14]([C:15]([N:17]4[CH2:22][CH2:21][N:20]([CH3:23])[C:19](=[O:24])[CH2:18]4)=[O:16])=[CH:13][CH:12]=3)[CH:9]=[CH:10][C:5]2=[N:4][CH:3]=1.[C:27]([C:29]1[CH:34]=[CH:33][N:32]=[C:31]2[NH:35][CH:36]=[CH:37][C:30]=12)#[CH:28], predict the reaction product. The product is: [NH:35]1[C:31]2=[N:32][CH:33]=[CH:34][C:29]([C:27]#[C:28][C:2]3[N:6]4[N:7]=[C:8]([C:11]5[CH:26]=[CH:25][C:14]([C:15]([N:17]6[CH2:22][CH2:21][N:20]([CH3:23])[C:19](=[O:24])[CH2:18]6)=[O:16])=[CH:13][CH:12]=5)[CH:9]=[CH:10][C:5]4=[N:4][CH:3]=3)=[C:30]2[CH:37]=[CH:36]1.